From a dataset of Catalyst prediction with 721,799 reactions and 888 catalyst types from USPTO. Predict which catalyst facilitates the given reaction. (1) Reactant: [CH3:1][Mg]Br.[O:4]=[C:5]1[CH2:10][CH2:9][N:8]([C:11]([O:13][C:14]([CH3:17])([CH3:16])[CH3:15])=[O:12])[CH2:7][CH2:6]1.[NH4+].[Cl-]. Product: [OH:4][C:5]1([CH3:1])[CH2:6][CH2:7][N:8]([C:11]([O:13][C:14]([CH3:17])([CH3:16])[CH3:15])=[O:12])[CH2:9][CH2:10]1. The catalyst class is: 27. (2) Product: [F:38][C:37]([F:40])([F:39])[S:34]([O:26][C:23]1[CH2:22][CH2:21][N:20]([C:18]([O:17][C:13]([CH3:16])([CH3:14])[CH3:15])=[O:19])[CH2:25][CH:24]=1)(=[O:36])=[O:35]. Reactant: C(NC(C)C)(C)C.C([Li])CCC.[C:13]([O:17][C:18]([N:20]1[CH2:25][CH2:24][C:23](=[O:26])[CH2:22][CH2:21]1)=[O:19])([CH3:16])([CH3:15])[CH3:14].C1C=CC(N([S:34]([C:37]([F:40])([F:39])[F:38])(=[O:36])=[O:35])[S:34]([C:37]([F:40])([F:39])[F:38])(=[O:36])=[O:35])=CC=1. The catalyst class is: 7. (3) Reactant: [N:1]1([C:5]2[N:9]=[C:8]([CH:10]=[CH:11][C:12]3[N:22]=[C:15]4[N:16]=[C:17]([CH3:21])[CH:18]=[C:19]([CH3:20])[N:14]4[N:13]=3)[N:7]([CH3:23])[N:6]=2)[CH2:4][CH2:3][CH2:2]1. Product: [N:1]1([C:5]2[N:9]=[C:8]([CH2:10][CH2:11][C:12]3[N:22]=[C:15]4[N:16]=[C:17]([CH3:21])[CH:18]=[C:19]([CH3:20])[N:14]4[N:13]=3)[N:7]([CH3:23])[N:6]=2)[CH2:4][CH2:3][CH2:2]1. The catalyst class is: 43. (4) Product: [CH3:30][C:29]1([CH3:31])[C:28]([NH:1][C@@H:2]([CH2:8][C:9]2[CH:10]=[C:11]([O:23][CH3:24])[C:12]([C:17]3[CH:18]=[CH:19][CH:20]=[CH:21][CH:22]=3)=[C:13]([O:15][CH3:16])[CH:14]=2)[C:3]([O:5][CH2:6][CH3:7])=[O:4])=[CH:27][C:26]1=[O:25]. The catalyst class is: 2. Reactant: [NH2:1][C@@H:2]([CH2:8][C:9]1[CH:14]=[C:13]([O:15][CH3:16])[C:12]([C:17]2[CH:22]=[CH:21][CH:20]=[CH:19][CH:18]=2)=[C:11]([O:23][CH3:24])[CH:10]=1)[C:3]([O:5][CH2:6][CH3:7])=[O:4].[OH:25][C:26]1[C:29]([CH3:31])([CH3:30])[C:28](=O)[CH:27]=1.